Dataset: Catalyst prediction with 721,799 reactions and 888 catalyst types from USPTO. Task: Predict which catalyst facilitates the given reaction. (1) Reactant: C([O:3][C:4]([C@H:6]1[CH2:10][CH2:9][C@@H:8]([C:11](=[O:24])[NH:12][C:13]2[CH:18]=[CH:17][CH:16]=[C:15]([O:19][C:20]([F:23])([F:22])[F:21])[CH:14]=2)[N:7]1[CH2:25][C:26]1[CH:31]=[CH:30][CH:29]=[CH:28][CH:27]=1)=O)C.[Li+].[Cl-].[BH4-].[Na+]. Product: [F:22][C:20]([F:21])([F:23])[O:19][C:15]1[CH:14]=[C:13]([NH:12][C:11]([C@@H:8]2[CH2:9][CH2:10][C@H:6]([CH2:4][OH:3])[N:7]2[CH2:25][C:26]2[CH:31]=[CH:30][CH:29]=[CH:28][CH:27]=2)=[O:24])[CH:18]=[CH:17][CH:16]=1. The catalyst class is: 242. (2) The catalyst class is: 34. Reactant: Br[C:2]1[CH:15]=[CH:14][C:13]2[O:12][C:11]3[C:6](=[CH:7][C:8]([C:16]4[CH:17]=[N:18][CH:19]=[N:20][CH:21]=4)=[CH:9][CH:10]=3)[C@@:5]3([CH2:25][O:24][C:23]([NH2:26])=[N:22]3)[C:4]=2[CH:3]=1.[N:27]1[CH:32]=[CH:31][CH:30]=[C:29](B(O)O)[CH:28]=1.C(=O)([O-])[O-].[K+].[K+].O1CCOCC1. Product: [N:27]1[CH:32]=[CH:31][CH:30]=[C:29]([C:2]2[CH:15]=[CH:14][C:13]3[O:12][C:11]4[C:6](=[CH:7][C:8]([C:16]5[CH:17]=[N:18][CH:19]=[N:20][CH:21]=5)=[CH:9][CH:10]=4)[C@@:5]4([CH2:25][O:24][C:23]([NH2:26])=[N:22]4)[C:4]=3[CH:3]=2)[CH:28]=1. (3) Reactant: Cl.[N:2]1([CH2:8][CH:9]([N:13]2[CH:17]=[C:16]([C:18]3[C:19]4[CH:26]=[CH:25][N:24](COCC[Si](C)(C)C)[C:20]=4[N:21]=[CH:22][N:23]=3)[CH:15]=[N:14]2)[CH2:10][C:11]#[N:12])[CH2:7][CH2:6][NH:5][CH2:4][CH2:3]1.C(N(CC)CC)C.[F:42][C:43]1[CH:44]=[C:45]([CH:49]=[CH:50][C:51]=1[O:52][CH3:53])[C:46](Cl)=[O:47].C(#N)C. Product: [F:42][C:43]1[CH:44]=[C:45]([CH:49]=[CH:50][C:51]=1[O:52][CH3:53])[C:46]([N:5]1[CH2:4][CH2:3][N:2]([CH2:8][CH:9]([N:13]2[CH:17]=[C:16]([C:18]3[C:19]4[CH:26]=[CH:25][NH:24][C:20]=4[N:21]=[CH:22][N:23]=3)[CH:15]=[N:14]2)[CH2:10][C:11]#[N:12])[CH2:7][CH2:6]1)=[O:47]. The catalyst class is: 172.